From a dataset of Reaction yield outcomes from USPTO patents with 853,638 reactions. Predict the reaction yield, written as a fraction of the theoretical maximum amount of product (1.0 means a 100% yield; for example, 0.34 means a 34% yield). (1) The reactants are [CH2:1]([O:8][C:9]1[CH:14]=[CH:13][C:12]([N+:15]([O-])=O)=[CH:11][C:10]=1[C:18]1[N:22]([CH3:23])[N:21]=[CH:20][C:19]=1[Br:24])[C:2]1[CH:7]=[CH:6][CH:5]=[CH:4][CH:3]=1.O.O.Cl[Sn]Cl. No catalyst specified. The product is [CH2:1]([O:8][C:9]1[CH:14]=[CH:13][C:12]([NH2:15])=[CH:11][C:10]=1[C:18]1[N:22]([CH3:23])[N:21]=[CH:20][C:19]=1[Br:24])[C:2]1[CH:3]=[CH:4][CH:5]=[CH:6][CH:7]=1. The yield is 0.390. (2) The reactants are [N+:1]([C:4]1[CH:5]=[C:6]2[C:10](=[CH:11][CH:12]=1)[NH:9][CH:8]=[CH:7]2)([O-:3])=[O:2].[Al+3].[Cl-].[Cl-].[Cl-].Br[C:18]([CH3:21])([CH3:20])[CH3:19]. The catalyst is C(Cl)Cl. The product is [C:18]([C:7]1[C:6]2[C:10](=[CH:11][CH:12]=[C:4]([N+:1]([O-:3])=[O:2])[CH:5]=2)[NH:9][CH:8]=1)([CH3:21])([CH3:20])[CH3:19]. The yield is 0.310. (3) The reactants are [Si:1]([O:8][CH2:9][CH:10]=O)([C:4]([CH3:7])([CH3:6])[CH3:5])([CH3:3])[CH3:2].[CH3:12][C:13]([S@:16]([NH2:18])=[O:17])([CH3:15])[CH3:14]. The catalyst is C(Cl)Cl.S([O-])([O-])(=O)=O.[Cu+2]. The product is [Si:1]([O:8][CH2:9]/[CH:10]=[N:18]/[S@@:16]([C:13]([CH3:15])([CH3:14])[CH3:12])=[O:17])([C:4]([CH3:7])([CH3:6])[CH3:5])([CH3:3])[CH3:2]. The yield is 0.260. (4) The reactants are [CH2:1]([C@H:8]([NH:26][C:27](=[O:33])[O:28][C:29]([CH3:32])([CH3:31])[CH3:30])[C@@H:9]([OH:25])[CH2:10][NH:11][NH:12][C:13](=[O:24])[C@@H:14]([NH:19][C:20]([O:22][CH3:23])=[O:21])[C:15]([CH3:18])([CH3:17])[CH3:16])[C:2]1[CH:7]=[CH:6][CH:5]=[CH:4][CH:3]=1.C(O)(=O)C.[CH3:38][C:39]1[O:43][N:42]=[C:41]([C:44]2[S:45][CH:46]=[C:47]([CH:49]=O)[N:48]=2)[CH:40]=1.C(O[BH-](OC(=O)C)OC(=O)C)(=O)C.[Na+]. The catalyst is ClC(Cl)C.ClCCl.C(=O)(O)[O-].[Na+]. The product is [CH2:1]([C@H:8]([NH:26][C:27](=[O:33])[O:28][C:29]([CH3:32])([CH3:31])[CH3:30])[C@@H:9]([OH:25])[CH2:10][N:11]([CH2:49][C:47]1[N:48]=[C:44]([C:41]2[CH:40]=[C:39]([CH3:38])[O:43][N:42]=2)[S:45][CH:46]=1)[NH:12][C:13](=[O:24])[C@@H:14]([NH:19][C:20]([O:22][CH3:23])=[O:21])[C:15]([CH3:18])([CH3:17])[CH3:16])[C:2]1[CH:3]=[CH:4][CH:5]=[CH:6][CH:7]=1. The yield is 0.600. (5) The reactants are Cl[C:2]1[O:3][CH:4]=[C:5]([C:7]([O:9][CH2:10][CH3:11])=[O:8])[N:6]=1.[OH:12][CH2:13][C:14]1[CH:19]=[CH:18][C:17](B(O)O)=[CH:16][CH:15]=1.C([O-])([O-])=O.[K+].[K+]. The catalyst is O1CCOCC1.CCOC(C)=O.C1C=CC(/C=C/C(/C=C/C2C=CC=CC=2)=O)=CC=1.C1C=CC(/C=C/C(/C=C/C2C=CC=CC=2)=O)=CC=1.C1C=CC(/C=C/C(/C=C/C2C=CC=CC=2)=O)=CC=1.[Pd].[Pd]. The product is [OH:12][CH2:13][C:14]1[CH:19]=[CH:18][C:17]([C:2]2[O:3][CH:4]=[C:5]([C:7]([O:9][CH2:10][CH3:11])=[O:8])[N:6]=2)=[CH:16][CH:15]=1. The yield is 0.700. (6) The reactants are [N+:1]([C:4]1[CH:12]=[CH:11][C:7]2[N:8]=[CH:9][NH:10][C:6]=2[CH:5]=1)([O-])=O.[H-].[Na+].[CH3:15]I.CO.[CH:19](Cl)(Cl)Cl. The catalyst is C1COCC1.CO.[Pd]. The product is [CH3:19][N:8]1[C:7]2[CH:11]=[CH:12][C:4]([NH2:1])=[CH:5][C:6]=2[N:10]=[CH:9]1.[CH3:15][N:10]1[C:6]2[CH:5]=[C:4]([NH2:1])[CH:12]=[CH:11][C:7]=2[N:8]=[CH:9]1. The yield is 0.210. (7) The reactants are [CH:1]1([S:7]([C:10]2[CH:29]=[CH:28][CH:27]=[CH:26][C:11]=2[CH2:12][C:13]2[C:21]3[C:20](=[O:22])[CH2:19][C:18]([CH3:24])([CH3:23])[CH2:17][C:16]=3[NH:15][C:14]=2[CH3:25])(=[O:9])=[O:8])[CH2:6][CH2:5][CH2:4][CH2:3][CH2:2]1.Br[CH2:31][C:32]([O:34][CH2:35][CH3:36])=[O:33].[I-].[K+].C(=O)([O-])[O-].[K+].[K+]. The catalyst is C(#N)C. The product is [CH:1]1([S:7]([C:10]2[CH:29]=[CH:28][CH:27]=[CH:26][C:11]=2[CH2:12][C:13]2[C:21]3[C:20](=[O:22])[CH2:19][C:18]([CH3:24])([CH3:23])[CH2:17][C:16]=3[N:15]([CH2:31][C:32]([O:34][CH2:35][CH3:36])=[O:33])[C:14]=2[CH3:25])(=[O:9])=[O:8])[CH2:6][CH2:5][CH2:4][CH2:3][CH2:2]1. The yield is 0.280. (8) The yield is 0.700. The reactants are [F:1][C:2]1[CH:7]=[CH:6][C:5]([F:8])=[CH:4][C:3]=1[C:9]([N:11]([CH2:15][C:16]1[N:20]([CH2:21][CH2:22][CH3:23])[C:19]2[CH:24]=[CH:25][C:26]([CH2:28]Cl)=[CH:27][C:18]=2[N:17]=1)[CH2:12][CH2:13][CH3:14])=[O:10].[NH:30]1[CH2:35][CH2:34][O:33][CH2:32][CH2:31]1. The product is [F:1][C:2]1[CH:7]=[CH:6][C:5]([F:8])=[CH:4][C:3]=1[C:9]([N:11]([CH2:15][C:16]1[N:20]([CH2:21][CH2:22][CH3:23])[C:19]2[CH:24]=[CH:25][C:26]([CH2:28][N:30]3[CH2:35][CH2:34][O:33][CH2:32][CH2:31]3)=[CH:27][C:18]=2[N:17]=1)[CH2:12][CH2:13][CH3:14])=[O:10]. The catalyst is CN1CCCC1=O.C1(C)C=CC=CC=1.C(OCC)(=O)C.